From a dataset of Full USPTO retrosynthesis dataset with 1.9M reactions from patents (1976-2016). Predict the reactants needed to synthesize the given product. Given the product [NH2:1][C:2]1[NH:3][C:4](=[O:29])[C:5]([C:20]#[N:21])=[C:6]([C:10]2[CH:15]=[CH:14][C:13]([O:16][CH2:17][CH2:18][OH:19])=[CH:12][CH:11]=2)[C:7]=1[C:8]#[N:9], predict the reactants needed to synthesize it. The reactants are: [NH2:1][C:2]1[C:7]([C:8]#[N:9])=[C:6]([C:10]2[CH:15]=[CH:14][C:13]([O:16][CH2:17][CH2:18][OH:19])=[CH:12][CH:11]=2)[C:5]([C:20]#[N:21])=[C:4](SC2C=CC=CC=2)[N:3]=1.[OH-:29].[Na+].